This data is from Peptide-MHC class II binding affinity with 134,281 pairs from IEDB. The task is: Regression. Given a peptide amino acid sequence and an MHC pseudo amino acid sequence, predict their binding affinity value. This is MHC class II binding data. (1) The peptide sequence is VNTLRFLVKNAGYLV. The MHC is DRB1_0802 with pseudo-sequence DRB1_0802. The binding affinity (normalized) is 0.819. (2) The peptide sequence is FAVATITHAAELQRV. The MHC is DRB1_0405 with pseudo-sequence DRB1_0405. The binding affinity (normalized) is 0.711. (3) The peptide sequence is AFIMDGDNLFPKV. The MHC is HLA-DQA10501-DQB10201 with pseudo-sequence HLA-DQA10501-DQB10201. The binding affinity (normalized) is 0.678.